Task: Predict the reactants needed to synthesize the given product.. Dataset: Full USPTO retrosynthesis dataset with 1.9M reactions from patents (1976-2016) (1) The reactants are: Cl.[C:2]([C:4]1([NH:10][C:11]([CH:13]([NH:21][C:22]([N:24]2[CH2:29][CH2:28][O:27][CH2:26][CH2:25]2)=[O:23])[CH2:14][CH:15]2[CH2:20][CH2:19][CH2:18][CH2:17][CH2:16]2)=[O:12])[CH2:9][CH2:8][NH:7][CH2:6][CH2:5]1)#[N:3].Br[CH2:31][CH2:32][CH2:33][C:34]([OH:36])=[O:35].CCN(C(C)C)C(C)C. Given the product [C:2]([C:4]1([NH:10][C:11](=[O:12])[CH:13]([NH:21][C:22]([N:24]2[CH2:29][CH2:28][O:27][CH2:26][CH2:25]2)=[O:23])[CH2:14][CH:15]2[CH2:16][CH2:17][CH2:18][CH2:19][CH2:20]2)[CH2:5][CH2:6][N:7]([CH2:31][CH2:32][CH2:33][C:34]([OH:36])=[O:35])[CH2:8][CH2:9]1)#[N:3], predict the reactants needed to synthesize it. (2) Given the product [NH:16]1[C:5]([C:4]([O:3][CH2:1][CH3:2])=[O:14])=[C:7]([C:9]([O:11][CH2:12][CH3:13])=[O:10])[N:19]=[CH:17]1, predict the reactants needed to synthesize it. The reactants are: [CH2:1]([O:3][C:4](=[O:14])[C@@H:5]([C@H:7]([C:9]([O:11][CH2:12][CH3:13])=[O:10])O)O)[CH3:2].Br[N:16]1C(C)(C)C(=O)[N:19](Br)[C:17]1=O.C=O.C([O-])(=O)C.[NH4+].[OH-].[Na+]. (3) Given the product [NH2:1][C:2]1[S:6][C:5]([S:7]([N:10]2[CH2:15][CH2:14][N:13]([C:16]3[CH:21]=[CH:20][C:19]([C@@:22]([OH:28])([CH3:27])[C:23]([F:25])([F:26])[F:24])=[CH:18][CH:17]=3)[C@@H:12]([CH3:29])[CH2:11]2)(=[O:8])=[O:9])=[N:4][N:3]=1, predict the reactants needed to synthesize it. The reactants are: [NH2:1][C:2]1[S:6][C:5]([S:7]([N:10]2[CH2:15][CH2:14][N:13]([C:16]3[CH:21]=[CH:20][C:19]([C@:22]([OH:28])([CH3:27])[C:23]([F:26])([F:25])[F:24])=[CH:18][CH:17]=3)[C@@H:12]([CH3:29])[CH2:11]2)(=[O:9])=[O:8])=[N:4][N:3]=1.C1N=C(N)C2N=CN([C@@H]3O[C@H](COP(OP(OC[C@H]4O[C@@H](N5C=C(C(N)=O)CC=C5)[C@H](O)[C@@H]4O)(O)=O)(O)=O)[C@@H](O)[C@H]3OP(O)(O)=O)C=2N=1.